This data is from NCI-60 drug combinations with 297,098 pairs across 59 cell lines. The task is: Regression. Given two drug SMILES strings and cell line genomic features, predict the synergy score measuring deviation from expected non-interaction effect. (1) Drug 1: CC1=C2C(C(=O)C3(C(CC4C(C3C(C(C2(C)C)(CC1OC(=O)C(C(C5=CC=CC=C5)NC(=O)OC(C)(C)C)O)O)OC(=O)C6=CC=CC=C6)(CO4)OC(=O)C)O)C)O. Drug 2: C(CCl)NC(=O)N(CCCl)N=O. Cell line: M14. Synergy scores: CSS=10.5, Synergy_ZIP=-6.85, Synergy_Bliss=-9.03, Synergy_Loewe=-69.4, Synergy_HSA=-6.57. (2) Drug 1: CC12CCC3C(C1CCC2=O)CC(=C)C4=CC(=O)C=CC34C. Drug 2: CN(C)C1=NC(=NC(=N1)N(C)C)N(C)C. Cell line: SK-OV-3. Synergy scores: CSS=18.9, Synergy_ZIP=2.11, Synergy_Bliss=3.80, Synergy_Loewe=-23.6, Synergy_HSA=3.29. (3) Drug 1: C1=CC(=CC=C1CC(C(=O)O)N)N(CCCl)CCCl.Cl. Drug 2: C(CC(=O)O)C(=O)CN.Cl. Cell line: MCF7. Synergy scores: CSS=13.4, Synergy_ZIP=-6.91, Synergy_Bliss=-0.642, Synergy_Loewe=-18.1, Synergy_HSA=-1.51. (4) Drug 1: COC1=CC(=CC(=C1O)OC)C2C3C(COC3=O)C(C4=CC5=C(C=C24)OCO5)OC6C(C(C7C(O6)COC(O7)C8=CC=CS8)O)O. Drug 2: C1=CN(C=N1)CC(O)(P(=O)(O)O)P(=O)(O)O. Cell line: RPMI-8226. Synergy scores: CSS=0.803, Synergy_ZIP=-21.9, Synergy_Bliss=-45.0, Synergy_Loewe=-78.3, Synergy_HSA=-46.4. (5) Drug 1: CS(=O)(=O)C1=CC(=C(C=C1)C(=O)NC2=CC(=C(C=C2)Cl)C3=CC=CC=N3)Cl. Drug 2: C1C(C(OC1N2C=NC3=C2NC=NCC3O)CO)O. Cell line: SN12C. Synergy scores: CSS=9.05, Synergy_ZIP=-2.25, Synergy_Bliss=3.82, Synergy_Loewe=3.51, Synergy_HSA=4.12. (6) Drug 1: C1CCC(C(C1)N)N.C(=O)(C(=O)[O-])[O-].[Pt+4]. Drug 2: C(CN)CNCCSP(=O)(O)O. Cell line: DU-145. Synergy scores: CSS=19.2, Synergy_ZIP=-1.38, Synergy_Bliss=0.278, Synergy_Loewe=-27.8, Synergy_HSA=-3.26. (7) Drug 1: CC1OCC2C(O1)C(C(C(O2)OC3C4COC(=O)C4C(C5=CC6=C(C=C35)OCO6)C7=CC(=C(C(=C7)OC)O)OC)O)O. Drug 2: COC1=C2C(=CC3=C1OC=C3)C=CC(=O)O2. Cell line: HS 578T. Synergy scores: CSS=24.2, Synergy_ZIP=5.04, Synergy_Bliss=5.15, Synergy_Loewe=-5.47, Synergy_HSA=4.73. (8) Drug 1: CN(C)N=NC1=C(NC=N1)C(=O)N. Drug 2: C1CNP(=O)(OC1)N(CCCl)CCCl. Cell line: NCIH23. Synergy scores: CSS=-2.44, Synergy_ZIP=0.770, Synergy_Bliss=0.0126, Synergy_Loewe=-4.82, Synergy_HSA=-2.50.